From a dataset of hERG potassium channel inhibition data for cardiac toxicity prediction from Karim et al.. Regression/Classification. Given a drug SMILES string, predict its toxicity properties. Task type varies by dataset: regression for continuous values (e.g., LD50, hERG inhibition percentage) or binary classification for toxic/non-toxic outcomes (e.g., AMES mutagenicity, cardiotoxicity, hepatotoxicity). Dataset: herg_karim. (1) The molecule is O=C(Nc1ncc(-c2cc(C(F)F)nn2-c2c(Cl)cccc2Cl)s1)C1CC1. The result is 0 (non-blocker). (2) The molecule is CC(C)(C)c1cccc(Nc2cc(N[C@@H]3CCCC[C@@H]3N)nnc2C(N)=O)n1. The result is 1 (blocker). (3) The drug is O=C(NCc1cccc(C(=O)NCc2ccccc2)c1)c1ccc(O)cc1. The result is 0 (non-blocker). (4) The drug is O=C(c1nnc(-c2ccccc2)o1)N1CC(Oc2ccc(CN3CC4(CCOC4)C3)cc2)C1. The result is 0 (non-blocker). (5) The compound is COc1cc(C=Cc2nc3ccccc3c(=O)n2-c2ccccc2)ccc1-n1cnc(C)c1. The result is 1 (blocker). (6) The drug is CC#Cc1cncc(-c2cccc([C@@]3(c4cc(C)c(=O)n(CC)c4)N=C(N)c4c(F)cccc43)c2)c1. The result is 1 (blocker). (7) The drug is Cc1[nH]c2ccccc2c1CCN1CCc2ccc(/C=C/C(=O)NO)cc2CC1. The result is 1 (blocker). (8) The molecule is O=C(c1nnc(-c2ccccc2)o1)N1CCC(Oc2ccc(CN3CCC(O)C3)cc2)CC1. The result is 0 (non-blocker). (9) The compound is CN(C)Cc1ccc(-c2nc3cccc4c3n2CCNC4=O)cc1. The result is 0 (non-blocker). (10) The molecule is CC(NC(=O)C1(N)CCN(c2ncnc3[nH]ccc23)CC1)c1ccc(F)cc1. The result is 0 (non-blocker).